Dataset: Blood-brain barrier penetration binary classification data from Martins et al.. Task: Regression/Classification. Given a drug SMILES string, predict its absorption, distribution, metabolism, or excretion properties. Task type varies by dataset: regression for continuous measurements (e.g., permeability, clearance, half-life) or binary classification for categorical outcomes (e.g., BBB penetration, CYP inhibition). Dataset: bbb_martins. (1) The drug is CN1Cc2c(-c3noc(C(C)(C)O)n3)ncn2-c2cccc(Cl)c2C1=O. The result is 0 (does not penetrate BBB). (2) The molecule is O=C(CN1CCC23CCCCC2C1Cc1ccc(O)cc13)c1ccccc1. The result is 1 (penetrates BBB). (3) The molecule is CCCCCCCCCC(=O)OC1(c2ccc(Br)cc2)CCN(CCCC(=O)c2ccc(F)cc2)CC1. The result is 1 (penetrates BBB). (4) The compound is CCCOC(=O)N1CCN(C(=O)Cc2ccc(Cl)c(Cl)c2)[C@@H](CN2CCCC2)C1. The result is 1 (penetrates BBB). (5) The compound is CN(C)Cc1ccc(-c2cccc(NC3N=CC=C3[N+](=O)[O-])c2)o1. The result is 1 (penetrates BBB).